The task is: Predict the reaction yield, written as a fraction of the theoretical maximum amount of product (1.0 means a 100% yield; for example, 0.34 means a 34% yield).. This data is from Reaction yield outcomes from USPTO patents with 853,638 reactions. The reactants are C(N(CC)CC)C.[Cl:8][C:9]1[N:14]=[C:13]([C:15]2[CH:20]=[CH:19][CH:18]=[C:17]([O:21][CH3:22])[CH:16]=2)[C:12]([CH2:23][C:24]([OH:26])=O)=[CH:11][CH:10]=1.CS([N:31]1[C:35]2[CH:36]=[CH:37][CH:38]=[CH:39][C:34]=2[N:33]=[N:32]1)(=O)=O. The catalyst is C1COCC1. The product is [Cl:8][C:9]1[N:14]=[C:13]([C:15]2[CH:20]=[CH:19][CH:18]=[C:17]([O:21][CH3:22])[CH:16]=2)[C:12]([CH2:23][C:24]([N:31]2[C:35]3[CH:36]=[CH:37][CH:38]=[CH:39][C:34]=3[N:33]=[N:32]2)=[O:26])=[CH:11][CH:10]=1. The yield is 0.440.